This data is from Forward reaction prediction with 1.9M reactions from USPTO patents (1976-2016). The task is: Predict the product of the given reaction. (1) Given the reactants [O:1]1[C:5]2[CH:6]=[CH:7][C:8]([NH:10][CH2:11][CH2:12][C:13]3[CH:18]=[CH:17][C:16]([C:19]([F:22])([F:21])[F:20])=[CH:15][CH:14]=3)=[CH:9][C:4]=2[O:3][CH2:2]1.C(OC([NH:30][CH:31]([C:35]1[CH:40]=[CH:39][CH:38]=[CH:37][C:36]=1[O:41][CH3:42])[C:32](O)=[O:33])=O)(C)(C)C, predict the reaction product. The product is: [NH2:30][CH:31]([C:35]1[CH:40]=[CH:39][CH:38]=[CH:37][C:36]=1[O:41][CH3:42])[C:32]([N:10]([C:8]1[CH:7]=[CH:6][C:5]2[O:1][CH2:2][O:3][C:4]=2[CH:9]=1)[CH2:11][CH2:12][C:13]1[CH:18]=[CH:17][C:16]([C:19]([F:20])([F:21])[F:22])=[CH:15][CH:14]=1)=[O:33]. (2) Given the reactants N1CCC[C@H]1C(O)=O.[OH-].[Na+].Br[C:12]1[CH:17]=[CH:16][C:15]([C@H:18]([C:30]2[CH:35]=[CH:34][CH:33]=[CH:32][C:31]=2[CH3:36])[CH2:19][C:20]([C:22]2[CH:23]=[CH:24][C:25](=[O:29])[N:26]([CH3:28])[CH:27]=2)=[O:21])=[CH:14][CH:13]=1.[CH3:37][S:38]([O-:40])=[O:39].[Na+], predict the reaction product. The product is: [CH3:28][N:26]1[CH:27]=[C:22]([C:20](=[O:21])[CH2:19][C@H:18]([C:15]2[CH:14]=[CH:13][C:12]([S:38]([CH3:37])(=[O:40])=[O:39])=[CH:17][CH:16]=2)[C:30]2[CH:35]=[CH:34][CH:33]=[CH:32][C:31]=2[CH3:36])[CH:23]=[CH:24][C:25]1=[O:29]. (3) Given the reactants [CH3:1][O:2][C:3]1[C:7]2[C:8](=[O:25])[N:9]([CH2:16][C:17](=[O:24])[C:18]3[CH:23]=[CH:22][CH:21]=[CH:20][CH:19]=3)[C:10]3[CH:11]=[CH:12][CH:13]=[CH:14][C:15]=3[C:6]=2[N:5]([CH3:26])[C:4]=1[C:27]([NH:29][CH:30]1[CH2:35][CH2:34][NH:33][CH2:32][CH2:31]1)=[O:28].C(=O)([O-])[O-].[K+].[K+].C(N(CC)CC)C.Br[C:50]1[CH:55]=[CH:54][N:53]=[C:52]([C:56]([F:59])([F:58])[F:57])[CH:51]=1, predict the reaction product. The product is: [CH3:1][O:2][C:3]1[C:7]2[C:8](=[O:25])[N:9]([CH2:16][C:17](=[O:24])[C:18]3[CH:23]=[CH:22][CH:21]=[CH:20][CH:19]=3)[C:10]3[CH:11]=[CH:12][CH:13]=[CH:14][C:15]=3[C:6]=2[N:5]([CH3:26])[C:4]=1[C:27]([NH:29][CH:30]1[CH2:31][CH2:32][N:33]([C:50]2[CH:55]=[CH:54][N:53]=[C:52]([C:56]([F:59])([F:58])[F:57])[CH:51]=2)[CH2:34][CH2:35]1)=[O:28]. (4) Given the reactants Cl.Cl.[NH2:3][C:4]1[CH:5]=[C:6]([CH:11]=[CH:12][C:13]=1[NH2:14])[C:7]([O:9][CH3:10])=[O:8].N[C:16](N)=[O:17].Cl, predict the reaction product. The product is: [O:17]=[C:16]1[NH:3][C:4]2[CH:5]=[C:6]([C:7]([O:9][CH3:10])=[O:8])[CH:11]=[CH:12][C:13]=2[NH:14]1.